Dataset: Experimentally validated miRNA-target interactions with 360,000+ pairs, plus equal number of negative samples. Task: Binary Classification. Given a miRNA mature sequence and a target amino acid sequence, predict their likelihood of interaction. (1) The miRNA is hsa-miR-508-3p with sequence UGAUUGUAGCCUUUUGGAGUAGA. The protein sequence of the target gene is METSGPGPGESSELEAPGSPDDRLFLVKGGIFLGSAAAAGMLAGFVTTLSLAKKKSPEWFNKGTMATAALPESGSSLALRALGWGSLYAWCGVGVISFAVWKALGVHSMKDFRSKMQSIFPPIPKNHESAEEWEEVLKWK. Result: 0 (no interaction). (2) The miRNA is hsa-miR-192-5p with sequence CUGACCUAUGAAUUGACAGCC. The protein sequence of the target gene is MAQFVRNLVEKTPALVNAAVTYSKPRLATFWYYAKVELVPPTPAEIPRAIQSLKKIVNSAQTGSFKQLTVKEAVLNGLVATEVLMWFYVGEIIGKRGIIGYDV. Result: 1 (interaction). (3) The miRNA is hsa-miR-548t-5p with sequence CAAAAGUGAUCGUGGUUUUUG. The protein sequence of the target gene is MTDTAEAVPKFEEMFASRFTENDKEYQEYLKRPPESPPIVEEWNSRAGGNQRNRGNRLQDNRQFRGRDNRWGWPSDNRSNQWHGRSWGNNYPQHRQEPYYPQQYGHYGYNQRPPYGYY. Result: 1 (interaction). (4) The miRNA is mmu-miR-302c-3p with sequence AAGUGCUUCCAUGUUUCAGUGG. The protein sequence of the target gene is MSSSIEQKKGSTRQRKCGFCKSNRDKECGQLLISENQKVAAHHKCMLFSSALVSSHSDNESLGGFSIEDVQKEIKRGTKLMCSLCHCPGATIGCDVKTCHRTYHYHCALHDKAQIREKPSQGIYMVYCRKHKKTAHNSEADLEESFNEHELEPSSPKTKKKSRKGRPRKTNLKGLPEDSRSTSSHGTDEMESSSYRDRSPHRSSPNDTRPKCGFCHVGEEENEARGKLHIFNAKKAAAHYKCMLFSSGTVQLTTTSRAEFGDFDIKTVLQEIKRGKRMKCTLCSQPGATIGCEIKACVKT.... Result: 0 (no interaction). (5) The miRNA is hsa-miR-8061 with sequence CUUAGAUUAGAGGAUAUUGUU. The protein sequence of the target gene is MSSEPPPPYPGGPTAPLLEEKSGAPPTPGRSSPAVMQPPPGMPLPPADIGPPPYEPPGHPMPQPGFIPPHMSADGTYMPPGFYPPPGPHPPMGYYPPGPYTPGPYPGPGGHTATVLVPSGAATTVTVLQGEIFEGAPVQTVCPHCQQAITTKISYEIGLMNFVLGFFCCFMGCDLGCCLIPCLINDFKDVTHTCPSCKAYIYTYKRLC. Result: 0 (no interaction).